This data is from Full USPTO retrosynthesis dataset with 1.9M reactions from patents (1976-2016). The task is: Predict the reactants needed to synthesize the given product. The reactants are: [N:1]([CH2:8][CH2:9][OH:10])([CH2:5][CH2:6][OH:7])[CH2:2][CH2:3][OH:4].[CH2:11]([OH:15])[CH2:12][CH2:13][CH3:14]. Given the product [CH2:11]([OH:15])[CH2:12][CH2:13][CH3:14].[N:1]([CH2:8][CH2:9][OH:10])([CH2:5][CH2:6][OH:7])[CH2:2][CH2:3][OH:4], predict the reactants needed to synthesize it.